Dataset: Reaction yield outcomes from USPTO patents with 853,638 reactions. Task: Predict the reaction yield, written as a fraction of the theoretical maximum amount of product (1.0 means a 100% yield; for example, 0.34 means a 34% yield). (1) The reactants are Br[C:2]1[CH:10]=[CH:9][C:5]([C:6]([OH:8])=[O:7])=[C:4]([O:11][C:12]([F:15])([F:14])[F:13])[CH:3]=1.[CH:16]([B-](F)(F)F)=[CH2:17].[K+].C(=O)([O-])[O-].[K+].[K+]. The catalyst is CS(C)=O.O. The product is [F:13][C:12]([F:15])([F:14])[O:11][C:4]1[CH:3]=[C:2]([CH:16]=[CH2:17])[CH:10]=[CH:9][C:5]=1[C:6]([OH:8])=[O:7]. The yield is 0.470. (2) The reactants are CCN([CH:7]([CH3:9])C)C(C)C.CN(C(O[N:18]1N=N[C:20]2[CH:21]=[CH:22][CH:23]=[N:24][C:19]1=2)=[N+](C)C)C.[F:27][P-](F)(F)(F)(F)F.[NH2:34][C@@H:35]1[CH2:40][CH2:39][C@H:38]([N:41]2[C:46](=[O:47])[C:45]3[CH:48]=[C:49]([F:52])[CH:50]=[N:51][C:44]=3[N:43]([C:53]3[CH:54]=[C:55]([C:59]4[CH:64]=[CH:63][CH:62]=[CH:61][CH:60]=4)[CH:56]=[CH:57][CH:58]=3)[C:42]2=[O:65])[CH2:37][CH2:36]1.O.CN([CH:70]=[O:71])C. No catalyst specified. The product is [C:55]1([C:59]2[CH:64]=[CH:63][CH:62]=[CH:61][CH:60]=2)[CH:56]=[CH:57][CH:58]=[C:53]([N:43]2[C:44]3[N:51]=[CH:50][C:49]([F:52])=[CH:48][C:45]=3[C:46](=[O:47])[N:41]([C@@H:38]3[CH2:39][CH2:40][C@H:35]([NH:34][C:70]([C:7]4[N:18]=[C:19]5[CH:20]=[CH:21][C:22]([F:27])=[CH:23][N:24]5[CH:9]=4)=[O:71])[CH2:36][CH2:37]3)[C:42]2=[O:65])[CH:54]=1. The yield is 0.460. (3) The reactants are [Cl:1][C:2]1[CH:7]=[CH:6][C:5]([O:8][C:9]2[CH:14]=[CH:13][C:12]([N+:15]([O-])=O)=[CH:11][N:10]=2)=[CH:4][C:3]=1[NH:18][C:19](=[O:24])[C:20]([F:23])([F:22])[F:21]. The catalyst is C(O)(=O)C. The product is [NH2:15][C:12]1[CH:13]=[CH:14][C:9]([O:8][C:5]2[CH:6]=[CH:7][C:2]([Cl:1])=[C:3]([NH:18][C:19](=[O:24])[C:20]([F:23])([F:21])[F:22])[CH:4]=2)=[N:10][CH:11]=1. The yield is 0.910.